Dataset: Catalyst prediction with 721,799 reactions and 888 catalyst types from USPTO. Task: Predict which catalyst facilitates the given reaction. (1) Reactant: Br[C:2]1[CH:3]=[CH:4][C:5](=[O:18])[N:6]([CH2:8][CH2:9][NH:10][C:11](=[O:17])[O:12][C:13]([CH3:16])([CH3:15])[CH3:14])[CH:7]=1.[S:19]1[CH:23]=[CH:22][CH:21]=[C:20]1B(O)O.C([O-])([O-])=O.[Na+].[Na+]. Product: [O:18]=[C:5]1[CH:4]=[CH:3][C:2]([C:20]2[S:19][CH:23]=[CH:22][CH:21]=2)=[CH:7][N:6]1[CH2:8][CH2:9][NH:10][C:11](=[O:17])[O:12][C:13]([CH3:16])([CH3:15])[CH3:14]. The catalyst class is: 438. (2) Reactant: [C:1]([C:4]1[N:5]([CH3:16])[C:6](=[O:15])[C:7]([CH3:14])=[C:8]([Cl:13])[C:9]=1[C:10](O)=[O:11])(=O)[CH3:2].O.[NH2:18][NH2:19].Cl. Product: [Cl:13][C:8]1[C:9]2[C:10](=[O:11])[NH:19][N:18]=[C:1]([CH3:2])[C:4]=2[N:5]([CH3:16])[C:6](=[O:15])[C:7]=1[CH3:14]. The catalyst class is: 56. (3) Product: [NH2:12][C:8]1[N:7]=[CH:6][C:5]2[C:10](=[CH:11][C:2]([C:53]([O:56][CH3:59])=[O:54])=[CH:3][C:4]=2[F:13])[N:9]=1. The catalyst class is: 416. Reactant: Br[C:2]1[CH:11]=[C:10]2[C:5]([CH:6]=[N:7][C:8]([NH2:12])=[N:9]2)=[C:4]([F:13])[CH:3]=1.F[B-](F)(F)F.F[B-](F)(F)F.C1(P(C2CCCCC2)CCCP(C2CCCCC2)C2CCCCC2)CCCCC1.[C:53]([O-:56])([O-])=[O:54].[K+].[K+].[CH3:59]O. (4) Product: [C:29]([O:28][C:26](=[O:27])[NH:25][C:14]1[S:15][CH2:16][C@@H:17]2[C@@H:18]([C:21]([F:22])([F:23])[F:24])[O:19][CH2:20][C@:12]2([C:3]2[CH:4]=[C:5]([N+:9]([O-:11])=[O:10])[CH:6]=[C:7]([F:8])[C:2]=2[F:1])[N:13]=1)([CH3:32])([CH3:31])[CH3:30]. Reactant: [F:1][C:2]1[C:7]([F:8])=[CH:6][C:5]([N+:9]([O-:11])=[O:10])=[CH:4][C:3]=1[C@:12]12[CH2:20][O:19][C@H:18]([C:21]([F:24])([F:23])[F:22])[C@H:17]1[CH2:16][S:15][C:14]([NH2:25])=[N:13]2.[C:26](O[C:26]([O:28][C:29]([CH3:32])([CH3:31])[CH3:30])=[O:27])([O:28][C:29]([CH3:32])([CH3:31])[CH3:30])=[O:27].C(=O)(O)[O-].[Na+]. The catalyst class is: 1. (5) The catalyst class is: 4. Reactant: S([Cl:11])(C1C=CC(C)=CC=1)(=O)=O.[N+:12]([C:15]1[CH:16]=[C:17]([CH2:25]O)[CH:18]=[C:19]([C:21]([F:24])([F:23])[F:22])[CH:20]=1)([O-:14])=[O:13].C(N(CC)CC)C. Product: [Cl:11][CH2:25][C:17]1[CH:18]=[C:19]([C:21]([F:24])([F:23])[F:22])[CH:20]=[C:15]([N+:12]([O-:14])=[O:13])[CH:16]=1. (6) Reactant: [CH2:1]([O:3][C:4]([C:6]1[N:7]=[C:8]([CH2:12][CH3:13])[S:9][C:10]=1Br)=[O:5])[CH3:2].[NH2:14][C:15]1[CH:20]=[CH:19][CH:18]=[CH:17][C:16]=1[SH:21].C(=O)([O-])[O-].[Cs+].[Cs+].[OH-].[Na+]. Product: [CH2:1]([O:3][C:4]([C:6]1[N:7]=[C:8]([CH2:12][CH3:13])[S:9][C:10]=1[S:21][C:16]1[CH:17]=[CH:18][CH:19]=[CH:20][C:15]=1[NH2:14])=[O:5])[CH3:2]. The catalyst class is: 3.